This data is from Reaction yield outcomes from USPTO patents with 853,638 reactions. The task is: Predict the reaction yield, written as a fraction of the theoretical maximum amount of product (1.0 means a 100% yield; for example, 0.34 means a 34% yield). (1) The product is [CH:22]([NH:24][CH2:8][C:7]1[CH:6]=[C:5]([C:1]([CH3:4])([CH3:3])[CH3:2])[C:12]([OH:13])=[C:11]([C:14]([CH3:17])([CH3:16])[CH3:15])[CH:10]=1)=[O:23]. The reactants are [C:1]([C:5]1[CH:6]=[C:7]([CH:10]=[C:11]([C:14]([CH3:17])([CH3:16])[CH3:15])[C:12]=1[OH:13])[CH:8]=O)([CH3:4])([CH3:3])[CH3:2].C([O-])=O.[NH4+].[CH:22]([NH2:24])=[O:23]. The yield is 0.760. The catalyst is O. (2) The reactants are [CH3:1][O:2][C:3]1[CH:4]=[C:5]2[C:10](=[CH:11][C:12]=1[O:13][CH3:14])[N:9]=[CH:8][CH:7]=[C:6]2[O:15][C:16]1[C:22]([CH3:23])=[CH:21][C:19]([NH2:20])=[C:18]([CH3:24])[CH:17]=1.Cl[C:26](Cl)([O:28][C:29](=[O:35])OC(Cl)(Cl)Cl)Cl.[N:37]1([CH2:43][CH2:44]CO)[CH2:42][CH2:41][CH2:40][CH2:39][CH2:38]1.C(=O)(O)[O-].[Na+]. The catalyst is C(Cl)Cl.C(N(CC)CC)C.C1(C)C=CC=CC=1. The product is [CH3:1][O:2][C:3]1[CH:4]=[C:5]2[C:10](=[CH:11][C:12]=1[O:13][CH3:14])[N:9]=[CH:8][CH:7]=[C:6]2[O:15][C:16]1[C:22]([CH3:23])=[CH:21][C:19]([NH:20][C:29](=[O:35])[O:28][CH2:26][CH2:44][CH2:43][N:37]2[CH2:42][CH2:41][CH2:40][CH2:39][CH2:38]2)=[C:18]([CH3:24])[CH:17]=1. The yield is 1.00. (3) The reactants are Br[C:2]1[CH:3]=[C:4]2[C:8](=[CH:9][CH:10]=1)[NH:7][CH:6]=[C:5]2[CH2:11][CH2:12][N:13]([CH3:15])[CH3:14].[C-]#N.[CH3:18][N:19](C=O)C. The catalyst is C1C=CC(P(C2C=CC=CC=2)[C-]2C=CC=C2)=CC=1.C1C=CC(P(C2C=CC=CC=2)[C-]2C=CC=C2)=CC=1.[Fe+2].C1COCC1. The product is [CH3:14][N:13]([CH3:15])[CH2:12][CH2:11][C:5]1[C:4]2[C:8](=[CH:9][CH:10]=[C:2]([C:18]#[N:19])[CH:3]=2)[NH:7][CH:6]=1. The yield is 0.840. (4) The product is [I:25][C:26]1[NH:30][C:29]([C@@H:31]2[CH2:36][C@@H:35]3[C@@H:33]([CH2:34]3)[N:32]2[C:43](=[O:44])[C@@H:42]([NH:41][C:39](=[O:40])[O:38][CH3:37])[CH:46]([CH3:48])[CH3:47])=[N:28][CH:27]=1. The yield is 0.910. The reactants are CN(C(ON1N=NC2C=CC=NC1=2)=[N+](C)C)C.F[P-](F)(F)(F)(F)F.[I:25][C:26]1[NH:30][C:29]([C@@H:31]2[CH2:36][C@@H:35]3[C@@H:33]([CH2:34]3)[NH:32]2)=[N:28][CH:27]=1.[CH3:37][O:38][C:39]([NH:41][C@@H:42]([CH:46]([CH3:48])[CH3:47])[C:43](O)=[O:44])=[O:40].CCN(C(C)C)C(C)C. The catalyst is CN(C=O)C.CO.O. (5) The reactants are [NH2:1][C:2]1[CH:10]=[CH:9][CH:8]=[C:7]([Cl:11])[C:3]=1[C:4]([OH:6])=O.N1[CH:16]=[CH:15]N=C1.C(Cl)(=O)C.Cl.[NH2:22][CH:23]1[CH2:28][CH2:27][C:26](=[O:29])[NH:25][C:24]1=[O:30].P(OC1C=CC=CC=1)(OC1C=CC=CC=1)OC1C=CC=CC=1. The catalyst is C(#N)C.O. The product is [Cl:11][C:7]1[CH:8]=[CH:9][CH:10]=[C:2]2[C:3]=1[C:4](=[O:6])[N:22]([CH:23]1[CH2:28][CH2:27][C:26](=[O:29])[NH:25][C:24]1=[O:30])[C:15]([CH3:16])=[N:1]2. The yield is 0.310. (6) The reactants are [CH3:1][C:2]1[N:10]=[CH:9][CH:8]=[CH:7][C:3]=1[C:4]([OH:6])=O.O=S(Cl)Cl.[NH2:15][C:16]1[CH:17]=[C:18]([C:23](C)(C)[C:24]([NH:26][CH:27]([C:34]2[CH:39]=[CH:38][C:37]([Cl:40])=[CH:36][C:35]=2[CH3:41])[C:28]2[CH:33]=[CH:32][CH:31]=[CH:30][CH:29]=2)=[O:25])[CH:19]=[CH:20][C:21]=1[OH:22].CCN(C(C)C)C(C)C. The catalyst is C(Cl)Cl.O. The product is [Cl:40][C:37]1[CH:38]=[CH:39][C:34]([CH:27]([NH:26][C:24](=[O:25])[CH2:23][C:18]2[CH:19]=[CH:20][C:21]([OH:22])=[C:16]([NH:15][C:4](=[O:6])[C:3]3[CH:7]=[CH:8][CH:9]=[N:10][C:2]=3[CH3:1])[CH:17]=2)[C:28]2[CH:33]=[CH:32][CH:31]=[CH:30][CH:29]=2)=[C:35]([CH3:41])[CH:36]=1. The yield is 0.930.